This data is from Reaction yield outcomes from USPTO patents with 853,638 reactions. The task is: Predict the reaction yield, written as a fraction of the theoretical maximum amount of product (1.0 means a 100% yield; for example, 0.34 means a 34% yield). (1) The yield is 0.520. The product is [Cl:20][C:19]1[C:14]([NH:13][CH2:12][C:11]2[CH:10]=[C:9]([OH:8])[CH:25]=[CH:24][CH:23]=2)=[N:15][C:16]([CH3:22])=[N:17][C:18]=1[CH3:21]. The reactants are C([O:8][C:9]1[CH:10]=[C:11]([CH:23]=[CH:24][CH:25]=1)[CH2:12][NH:13][C:14]1[C:19]([Cl:20])=[C:18]([CH3:21])[N:17]=[C:16]([CH3:22])[N:15]=1)C1C=CC=CC=1.Cl. The catalyst is C(O)C. (2) The reactants are [ClH:1].[F:2][C:3]1[CH:22]=[C:21]([CH3:23])[C:20]([O:24][C:25]([O:27][CH3:28])=[O:26])=[CH:19][C:4]=1[NH:5][C:6]1[C:15]2[C:10](=[CH:11][C:12]([N+:16]([O-])=O)=[CH:13][CH:14]=2)[N:9]=[CH:8][N:7]=1.CO. The catalyst is [Pd].C(O)C.Cl. The product is [ClH:1].[NH2:16][C:12]1[CH:11]=[C:10]2[C:15]([C:6]([NH:5][C:4]3[CH:19]=[C:20]([O:24][C:25]([O:27][CH3:28])=[O:26])[C:21]([CH3:23])=[CH:22][C:3]=3[F:2])=[N:7][CH:8]=[N:9]2)=[CH:14][CH:13]=1. The yield is 0.970. (3) The reactants are S(OS(C(F)(F)F)(=O)=O)(C(F)(F)F)(=O)=O.[C:16]([O:21][CH2:22][C:23]1[CH:28]=[CH:27][CH:26]=[CH:25][CH:24]=1)(=[O:20])[C@H:17]([CH3:19])O.N1C(C)=CC=CC=1C.[CH2:37]([O:40][NH2:41])[CH:38]=[CH2:39].C([O-])(O)=O.[Na+]. The catalyst is C(Cl)Cl. The product is [CH2:22]([O:21][C:16](=[O:20])[C@@H:17]([CH3:19])[NH:41][O:40][CH2:37][CH:38]=[CH2:39])[C:23]1[CH:28]=[CH:27][CH:26]=[CH:25][CH:24]=1. The yield is 0.996. (4) The reactants are [C:1]([N:24]1[CH2:29][CH2:28][N:27](C(OC(C)(C)C)=O)[CH2:26][CH2:25]1)(=[O:23])[CH2:2][CH2:3][CH:4]=[CH:5][CH2:6][CH:7]=[CH:8][CH2:9][CH:10]=[CH:11][CH2:12][CH:13]=[CH:14][CH2:15][CH:16]=[CH:17][CH2:18][CH:19]=[CH:20][CH2:21][CH3:22].C(C(O)=O)(F)(F)F.C([O-])([O-])=O.[Na+].[Na+]. The catalyst is C(Cl)Cl. The product is [N:24]1([C:1](=[O:23])[CH2:2][CH2:3][CH:4]=[CH:5][CH2:6][CH:7]=[CH:8][CH2:9][CH:10]=[CH:11][CH2:12][CH:13]=[CH:14][CH2:15][CH:16]=[CH:17][CH2:18][CH:19]=[CH:20][CH2:21][CH3:22])[CH2:29][CH2:28][NH:27][CH2:26][CH2:25]1. The yield is 0.975. (5) The reactants are Cl[CH:2](Cl)[C:3]1[N:4]=[C:5]2[C:10]([C:11]([O:13][CH2:14][CH3:15])=[O:12])=[CH:9][CH:8]=[CH:7][N:6]2[CH:16]=1. The catalyst is C(O)C.CN(C)C1C=CN=CC=1. The product is [CH2:11]([O:12][CH:2]([O:13][CH2:14][CH3:15])[C:3]1[N:4]=[C:5]2[C:10]([C:11]([O:13][CH2:14][CH3:15])=[O:12])=[CH:9][CH:8]=[CH:7][N:6]2[CH:16]=1)[CH3:10]. The yield is 0.970. (6) The reactants are [CH:1]([C:4]1([CH:10]([OH:14])[CH2:11][CH2:12][CH3:13])SCCCS1)([CH3:3])[CH3:2].C[OH:16]. The catalyst is C(#N)C. The product is [OH:14][CH:10]([CH2:11][CH2:12][CH3:13])[C:4](=[O:16])[CH:1]([CH3:3])[CH3:2]. The yield is 0.910. (7) The reactants are [CH3:1][CH2:2][N:3]([CH:6]([CH2:8][N:9]1[C:18]2[CH:19]=[CH:20][CH:21]=[CH:22][C:17]=2[S:16][C:15]2[CH:14]=[CH:13][CH:12]=[CH:11][C:10]1=2)[CH3:7])[CH2:4][CH3:5].Cl.[OH-].[Na+]. The catalyst is C(Cl)Cl. The product is [CH3:5][CH2:4][N:3]([CH:6]([CH2:8][N:9]1[C:18]2[CH:19]=[CH:20][CH:21]=[CH:22][C:17]=2[S:16][C:15]2[CH:14]=[CH:13][CH:12]=[CH:11][C:10]1=2)[CH3:7])[CH2:2][CH3:1]. The yield is 0.200. (8) The reactants are C([N:8]1[CH2:17][C:16]([CH3:19])([CH3:18])[C:15]2[N:14]=[C:13]([Cl:20])[CH:12]=[CH:11][C:10]=2[CH2:9]1)C1C=CC=CC=1.[CH:21]1(B(O)O)[CH2:23][CH2:22]1. No catalyst specified. The product is [ClH:20].[CH:21]1([C:13]2[CH:12]=[CH:11][C:10]3[CH2:9][NH:8][CH2:17][C:16]([CH3:18])([CH3:19])[C:15]=3[N:14]=2)[CH2:23][CH2:22]1. The yield is 0.320. (9) The reactants are C([O:3][C:4](=[O:21])[C:5]1[CH:10]=[CH:9][CH:8]=[C:7]([O:11][CH2:12][CH:13]([N:18]=[N+:19]=[N-:20])[O:14][CH2:15][CH2:16][OH:17])[CH:6]=1)C.[OH-].[Na+].Cl. The catalyst is C(O)C.O. The product is [N:18]([CH:13]([O:14][CH2:15][CH2:16][OH:17])[CH2:12][O:11][C:7]1[CH:6]=[C:5]([CH:10]=[CH:9][CH:8]=1)[C:4]([OH:21])=[O:3])=[N+:19]=[N-:20]. The yield is 0.990. (10) The reactants are Br[C:2]1[CH:3]=[C:4]2[CH2:10][C:9](=[O:11])[NH:8][C:5]2=N[CH:7]=1.[C:12]([O:16][C:17]([CH3:20])([CH3:19])[CH3:18])(=[O:15])[CH:13]=[CH2:14].[C:21]1(C)C=CC=CC=1P(C1C=CC=CC=1C)C1C=CC=CC=1C.C(N(C(C)C)CC)(C)C. The catalyst is C(#N)CC.CN(C=O)C.CC([O-])=O.CC([O-])=O.[Pd+2]. The product is [O:11]=[C:9]1[CH2:10][C:4]2[C:5](=[CH:21][CH:7]=[C:2](/[CH:14]=[CH:13]/[C:12]([O:16][C:17]([CH3:20])([CH3:19])[CH3:18])=[O:15])[CH:3]=2)[NH:8]1. The yield is 0.330.